This data is from Catalyst prediction with 721,799 reactions and 888 catalyst types from USPTO. The task is: Predict which catalyst facilitates the given reaction. (1) Product: [C:40]([O:39][C:37]([N:31]1[CH2:32][CH:33]2[CH2:36][CH:30]1[CH2:35][N:34]2[C:2]1[CH:29]=[CH:28][C:5]([C:6](=[O:7])[NH:8][CH2:9][C:10]2[C:19](=[O:20])[C:18]3[C:13](=[CH:14][C:15]([Cl:21])=[CH:16][CH:17]=3)[N:12]([C:22]3[CH:23]=[CH:24][CH:25]=[CH:26][CH:27]=3)[CH:11]=2)=[CH:4][N:3]=1)=[O:38])([CH3:43])([CH3:41])[CH3:42]. Reactant: Cl[C:2]1[CH:29]=[CH:28][C:5]([C:6]([NH:8][CH2:9][C:10]2[C:19](=[O:20])[C:18]3[C:13](=[CH:14][C:15]([Cl:21])=[CH:16][CH:17]=3)[N:12]([C:22]3[CH:27]=[CH:26][CH:25]=[CH:24][CH:23]=3)[CH:11]=2)=[O:7])=[CH:4][N:3]=1.[C@H:30]12[CH2:36][C@H:33]([NH:34][CH2:35]1)[CH2:32][N:31]2[C:37]([O:39][C:40]([CH3:43])([CH3:42])[CH3:41])=[O:38].C(N(CC)C(C)C)(C)C.CC#N. The catalyst class is: 37. (2) Reactant: O.[N+:2]([C:5]1[CH:10]=[CH:9][C:8]([N:11]2[CH:16]=[CH:15][CH:14]=[CH:13][C:12]2=[O:17])=[CH:7][CH:6]=1)([O-])=O. Product: [NH2:2][C:5]1[CH:10]=[CH:9][C:8]([N:11]2[CH2:16][CH2:15][CH2:14][CH2:13][C:12]2=[O:17])=[CH:7][CH:6]=1. The catalyst class is: 5. (3) Product: [CH3:1][O:2][C:3]([C:7]1[S:8][CH:9]=[C:10]([CH2:12][OH:13])[N:11]=1)([O:5][CH3:6])[CH3:4]. The catalyst class is: 5. Reactant: [CH3:1][O:2][C:3]([C:7]1[S:8][CH:9]=[C:10]([CH:12]=[O:13])[N:11]=1)([O:5][CH3:6])[CH3:4].[BH4-].[Na+].[NH4+].[Cl-].